Regression. Given two drug SMILES strings and cell line genomic features, predict the synergy score measuring deviation from expected non-interaction effect. From a dataset of NCI-60 drug combinations with 297,098 pairs across 59 cell lines. (1) Drug 1: C1CCC(CC1)NC(=O)N(CCCl)N=O. Drug 2: CN(C)C1=NC(=NC(=N1)N(C)C)N(C)C. Cell line: HT29. Synergy scores: CSS=29.3, Synergy_ZIP=5.94, Synergy_Bliss=14.5, Synergy_Loewe=2.56, Synergy_HSA=8.87. (2) Drug 1: C1=C(C(=O)NC(=O)N1)F. Drug 2: COCCOC1=C(C=C2C(=C1)C(=NC=N2)NC3=CC=CC(=C3)C#C)OCCOC.Cl. Cell line: HOP-92. Synergy scores: CSS=11.3, Synergy_ZIP=-4.62, Synergy_Bliss=-8.21, Synergy_Loewe=-6.04, Synergy_HSA=-5.94. (3) Drug 1: CN1CCC(CC1)COC2=C(C=C3C(=C2)N=CN=C3NC4=C(C=C(C=C4)Br)F)OC. Drug 2: C1=NC2=C(N1)C(=S)N=C(N2)N. Cell line: SF-539. Synergy scores: CSS=32.5, Synergy_ZIP=0.631, Synergy_Bliss=1.90, Synergy_Loewe=0.554, Synergy_HSA=3.47.